Dataset: Full USPTO retrosynthesis dataset with 1.9M reactions from patents (1976-2016). Task: Predict the reactants needed to synthesize the given product. (1) Given the product [CH3:16][C:15]1[C:14]2[N:10]([N:11]=[C:12]([CH2:18][O:19][C:20]3[CH:25]=[CH:24][CH:23]=[CH:22][CH:21]=3)[CH:13]=2)[CH2:9][CH2:8][N:7]=1, predict the reactants needed to synthesize it. The reactants are: C(OC(=O)[NH:7][CH2:8][CH2:9][N:10]1[C:14]([C:15](=O)[CH3:16])=[CH:13][C:12]([CH2:18][O:19][C:20]2[CH:25]=[CH:24][CH:23]=[CH:22][CH:21]=2)=[N:11]1)(C)(C)C. (2) Given the product [C:24]([C:18]1([C:12]2[CH:17]=[CH:16][CH:15]=[CH:14][CH:13]=2)[CH2:19][CH2:20][N:21]([CH2:1][C:3]2[S:7][C:6]([NH:8][C:9](=[O:11])[CH3:10])=[N:5][CH:4]=2)[CH2:22][CH2:23]1)#[N:25], predict the reactants needed to synthesize it. The reactants are: [CH:1]([C:3]1[S:7][C:6]([NH:8][C:9](=[O:11])[CH3:10])=[N:5][CH:4]=1)=O.[C:12]1([C:18]2([C:24]#[N:25])[CH2:23][CH2:22][NH:21][CH2:20][CH2:19]2)[CH:17]=[CH:16][CH:15]=[CH:14][CH:13]=1. (3) The reactants are: Cl.[CH3:2][NH:3][O:4][CH3:5].[Cl:6][C:7]1[C:8]([CH2:17][N:18]2[C:22]([C:23]([OH:25])=O)=[CH:21][C:20]([O:26][CH:27]([CH3:29])[CH3:28])=[N:19]2)=[N:9][CH:10]=[C:11]([C:13]([F:16])([F:15])[F:14])[CH:12]=1.Cl.C(N=C=NCCCN(C)C)C.O.ON1C2C=CC=CC=2N=N1. Given the product [Cl:6][C:7]1[C:8]([CH2:17][N:18]2[C:22]([C:23]([N:3]([O:4][CH3:5])[CH3:2])=[O:25])=[CH:21][C:20]([O:26][CH:27]([CH3:28])[CH3:29])=[N:19]2)=[N:9][CH:10]=[C:11]([C:13]([F:16])([F:14])[F:15])[CH:12]=1, predict the reactants needed to synthesize it. (4) Given the product [CH2:15]([O:14][C:13](=[O:17])[CH:5]([C:4]1[CH:8]=[CH:9][CH:10]=[C:2]([Cl:1])[CH:3]=1)[C:6]#[N:7])[CH3:16], predict the reactants needed to synthesize it. The reactants are: [Cl:1][C:2]1[CH:3]=[C:4]([CH:8]=[CH:9][CH:10]=1)[CH2:5][C:6]#[N:7].[H-].[Na+].[C:13](=O)([O:17]CC)[O:14][CH2:15][CH3:16]. (5) Given the product [Li+:8].[CH3:2][CH:1]([N-:4][CH:5]([CH3:7])[CH3:6])[CH3:3].[OH:22][CH2:23][C@@:25]12[C:31]([CH3:32])([CH3:33])[C@@H:28]([CH2:29][CH2:30]1)[CH2:27][C:26]2=[O:34], predict the reactants needed to synthesize it. The reactants are: [CH:1]([NH:4][CH:5]([CH3:7])[CH3:6])([CH3:3])[CH3:2].[Li:8]CCCC.[Li+].CC([N-]C(C)C)C.C[O:22][C:23]([C@@:25]12[C:31]([CH3:33])([CH3:32])[C@@H:28]([CH2:29][CH2:30]1)[CH2:27][C:26]2=[O:34])=O.[H-].[H-].[H-].[H-].[Li+].[Al+3].Cl. (6) Given the product [ClH:1].[CH3:5][N:4]([CH2:6][CH:7]1[C:16]([C:18]2[CH:19]=[CH:20][CH:21]=[CH:22][CH:23]=2)([OH:17])[CH2:15][CH2:14][C:9](=[O:10])[CH2:8]1)[CH3:3], predict the reactants needed to synthesize it. The reactants are: [ClH:1].Cl.[CH3:3][N:4]([CH2:6][CH:7]1[C:16]([C:18]2[CH:23]=[CH:22][CH:21]=[CH:20][CH:19]=2)([OH:17])[CH2:15][CH2:14][C:9]2(OCC[O:10]2)[CH2:8]1)[CH3:5]. (7) The reactants are: C(OC([NH:11][C@@H:12]1[C:15](=[O:16])[NH:14][C@@H:13]1[CH2:17][N:18]1[CH:22]=[CH:21][N:20]([C:23]([O:25][C:26]([CH3:29])([CH3:28])[CH3:27])=[O:24])[C:19]1=[O:30])=O)C1C=CC=CC=1. Given the product [NH2:11][C@@H:12]1[C:15](=[O:16])[NH:14][C@@H:13]1[CH2:17][N:18]1[CH:22]=[CH:21][N:20]([C:23]([O:25][C:26]([CH3:28])([CH3:27])[CH3:29])=[O:24])[C:19]1=[O:30], predict the reactants needed to synthesize it. (8) Given the product [CH3:8][C:6]1[CH:5]=[C:4]([CH3:9])[C:3]2[O:10][C:11](=[O:12])[NH:1][C:2]=2[CH:7]=1, predict the reactants needed to synthesize it. The reactants are: [NH2:1][C:2]1[CH:7]=[C:6]([CH3:8])[CH:5]=[C:4]([CH3:9])[C:3]=1[OH:10].[C:11](N1C=CN=C1)(N1C=CN=C1)=[O:12]. (9) Given the product [NH2:28][C:27]1[C:22]2[C:21]([C:29]3[CH:34]=[CH:33][CH:32]=[C:31]([O:35][CH2:36][C:37]45[O:43][CH:40]([CH2:41][CH2:42]4)[CH2:39][CH2:38]5)[CH:30]=3)=[CH:20][N:19]([C@@H:17]3[CH2:16][C@H:15]([N:9]4[CH2:10][CH:11]5[CH2:14][CH:8]4[CH2:13][N:12]5[C:1](=[O:3])[CH3:2])[CH2:18]3)[C:23]=2[N:24]=[CH:25][N:26]=1, predict the reactants needed to synthesize it. The reactants are: [C:1](OC(=O)C)(=[O:3])[CH3:2].[CH:8]12[CH2:14][CH:11]([NH:12][CH2:13]1)[CH2:10][N:9]2[CH:15]1[CH2:18][CH:17]([N:19]2[C:23]3[N:24]=[CH:25][N:26]=[C:27]([NH2:28])[C:22]=3[C:21]([C:29]3[CH:34]=[CH:33][CH:32]=[C:31]([O:35][CH2:36][C:37]45[O:43][CH:40]([CH2:41][CH2:42]4)[CH2:39][CH2:38]5)[CH:30]=3)=[CH:20]2)[CH2:16]1.N1C=CC=CC=1.